Predict the product of the given reaction. From a dataset of Forward reaction prediction with 1.9M reactions from USPTO patents (1976-2016). (1) Given the reactants [CH3:1][C:2]1[CH:7]=[C:6]([NH2:8])[C:5]([CH3:9])=[CH:4][C:3]=1[NH2:10].[CH3:11][C:12]([O:15][C:16](O[C:16]([O:15][C:12]([CH3:14])([CH3:13])[CH3:11])=[O:17])=[O:17])([CH3:14])[CH3:13], predict the reaction product. The product is: [C:12]([O:15][C:16](=[O:17])[NH:8][C:6]1[CH:7]=[C:2]([CH3:1])[C:3]([NH2:10])=[CH:4][C:5]=1[CH3:9])([CH3:14])([CH3:13])[CH3:11]. (2) Given the reactants C(OP([CH2:9][C:10]([O:12][CH2:13][CH3:14])=[O:11])(OCC)=O)C.[H-].[Na+].[CH2:17]([O:24][C:25]1[CH:29]=[C:28]([CH:30]=O)[N:27]([CH2:32][CH:33]([CH3:35])[CH3:34])[N:26]=1)[C:18]1[CH:23]=[CH:22][CH:21]=[CH:20][CH:19]=1.[Cl-].[NH4+], predict the reaction product. The product is: [CH2:17]([O:24][C:25]1[CH:29]=[C:28](/[CH:30]=[CH:9]/[C:10]([O:12][CH2:13][CH3:14])=[O:11])[N:27]([CH2:32][CH:33]([CH3:35])[CH3:34])[N:26]=1)[C:18]1[CH:19]=[CH:20][CH:21]=[CH:22][CH:23]=1.